This data is from Catalyst prediction with 721,799 reactions and 888 catalyst types from USPTO. The task is: Predict which catalyst facilitates the given reaction. (1) Reactant: [CH2:1]([N:5]1[C:9]([CH2:10][C:11]([OH:14])([CH3:13])[CH3:12])=[CH:8][C:7]([C:15]([O:17]CC)=O)=[N:6]1)[CH2:2][CH2:3][CH3:4].[NH3:20]. Product: [CH2:1]([N:5]1[C:9]([CH2:10][C:11]([OH:14])([CH3:13])[CH3:12])=[CH:8][C:7]([C:15]([NH2:20])=[O:17])=[N:6]1)[CH2:2][CH2:3][CH3:4]. The catalyst class is: 5. (2) Reactant: [CH2:1]([C:3]([CH2:10][S:11][C:12]1[CH:17]=[CH:16][CH:15]=[CH:14][C:13]=1[CH2:18][OH:19])([CH:6]=[CH:7][CH2:8][CH3:9])[CH:4]=[O:5])[CH3:2].[Cr](Cl)([O-])(=O)=O.[NH+]1C=CC=CC=1. Product: [CH2:1]([C:3]([CH2:10][S:11][C:12]1[CH:17]=[CH:16][CH:15]=[CH:14][C:13]=1[CH:18]=[O:19])([CH:6]=[CH:7][CH2:8][CH3:9])[CH:4]=[O:5])[CH3:2]. The catalyst class is: 2. (3) Reactant: Cl[C:2]1[CH:7]=[CH:6][C:5]([NH:8][C:9]([NH:11][C:12]2[CH:17]=[CH:16][CH:15]=[C:14]([C:18]3[CH:23]=[CH:22][CH:21]=[C:20]([N:24]4[CH2:28][CH2:27][CH2:26][CH2:25]4)[N:19]=3)[CH:13]=2)=[O:10])=[CH:4][CH:3]=1.[O:29](C1C=CC=CC=1N)[C:30]1[CH:35]=[CH:34][CH:33]=[CH:32][CH:31]=1.CCN(C(C)C)C(C)C. Product: [O:29]([C:6]1[CH:7]=[CH:2][CH:3]=[CH:4][C:5]=1[NH:8][C:9]([NH:11][C:12]1[CH:17]=[CH:16][CH:15]=[C:14]([C:18]2[CH:23]=[CH:22][CH:21]=[C:20]([N:24]3[CH2:28][CH2:27][CH2:26][CH2:25]3)[N:19]=2)[CH:13]=1)=[O:10])[C:30]1[CH:35]=[CH:34][CH:33]=[CH:32][CH:31]=1. The catalyst class is: 3. (4) Reactant: [CH2:1]([O:3][C:4]1[CH:9]=[C:8]([N+:10]([O-:12])=[O:11])[CH:7]=[CH:6][C:5]=1[C:13]([NH:15][NH:16][C:17](=S)[NH:18][CH2:19][CH2:20][CH2:21][N:22]1[CH2:27][CH2:26][CH2:25][CH2:24][CH2:23]1)=[O:14])[CH3:2].Cl.CN(C)CCCN=C=NCC. Product: [CH2:1]([O:3][C:4]1[CH:9]=[C:8]([N+:10]([O-:12])=[O:11])[CH:7]=[CH:6][C:5]=1[C:13]1[O:14][C:17]([NH:18][CH2:19][CH2:20][CH2:21][N:22]2[CH2:27][CH2:26][CH2:25][CH2:24][CH2:23]2)=[N:16][N:15]=1)[CH3:2]. The catalyst class is: 9. (5) Reactant: [CH3:1][C:2]1[C:6]([C:7]2[CH:16]=[C:15]3[C:10]([C:11](=[O:20])[C:12](C(O)=O)=[CH:13][NH:14]3)=[CH:9][C:8]=2[O:21][CH3:22])=[C:5]([CH3:23])[O:4][N:3]=1.C1(OC2C=CC=CC=2)C=CC=CC=1. Product: [CH3:1][C:2]1[C:6]([C:7]2[CH:16]=[C:15]3[C:10]([C:11](=[O:20])[CH:12]=[CH:13][NH:14]3)=[CH:9][C:8]=2[O:21][CH3:22])=[C:5]([CH3:23])[O:4][N:3]=1. The catalyst class is: 27.